This data is from NCI-60 drug combinations with 297,098 pairs across 59 cell lines. The task is: Regression. Given two drug SMILES strings and cell line genomic features, predict the synergy score measuring deviation from expected non-interaction effect. (1) Drug 1: C1CCN(CC1)CCOC2=CC=C(C=C2)C(=O)C3=C(SC4=C3C=CC(=C4)O)C5=CC=C(C=C5)O. Drug 2: CC1C(C(CC(O1)OC2CC(CC3=C2C(=C4C(=C3O)C(=O)C5=C(C4=O)C(=CC=C5)OC)O)(C(=O)C)O)N)O.Cl. Cell line: BT-549. Synergy scores: CSS=42.9, Synergy_ZIP=2.02, Synergy_Bliss=0.899, Synergy_Loewe=-22.9, Synergy_HSA=-0.0384. (2) Drug 1: C1=C(C(=O)NC(=O)N1)F. Drug 2: CCC1(C2=C(COC1=O)C(=O)N3CC4=CC5=C(C=CC(=C5CN(C)C)O)N=C4C3=C2)O.Cl. Cell line: CCRF-CEM. Synergy scores: CSS=68.2, Synergy_ZIP=-9.19, Synergy_Bliss=-16.0, Synergy_Loewe=-14.9, Synergy_HSA=-12.1. (3) Drug 1: CCC1(CC2CC(C3=C(CCN(C2)C1)C4=CC=CC=C4N3)(C5=C(C=C6C(=C5)C78CCN9C7C(C=CC9)(C(C(C8N6C=O)(C(=O)OC)O)OC(=O)C)CC)OC)C(=O)OC)O.OS(=O)(=O)O. Drug 2: C1=CC=C(C(=C1)C(C2=CC=C(C=C2)Cl)C(Cl)Cl)Cl. Cell line: HCC-2998. Synergy scores: CSS=43.2, Synergy_ZIP=-4.46, Synergy_Bliss=-0.255, Synergy_Loewe=-39.0, Synergy_HSA=-2.83. (4) Drug 1: CNC(=O)C1=NC=CC(=C1)OC2=CC=C(C=C2)NC(=O)NC3=CC(=C(C=C3)Cl)C(F)(F)F. Drug 2: CC(C)CN1C=NC2=C1C3=CC=CC=C3N=C2N. Cell line: SR. Synergy scores: CSS=13.7, Synergy_ZIP=0.470, Synergy_Bliss=1.51, Synergy_Loewe=0.321, Synergy_HSA=0.196.